From a dataset of Full USPTO retrosynthesis dataset with 1.9M reactions from patents (1976-2016). Predict the reactants needed to synthesize the given product. (1) Given the product [Cl:1][C:2]1[CH:3]=[C:4]([CH:10]=[CH:11][C:12]=1[Cl:13])[O:5][CH2:6][C:7]([NH:30][C:28]1[CH:27]=[CH:26][C:24]2[N:25]=[C:21]([N:18]3[CH2:19][CH2:20][CH:16]([N:15]([CH3:31])[CH3:14])[CH2:17]3)[S:22][C:23]=2[CH:29]=1)=[O:9], predict the reactants needed to synthesize it. The reactants are: [Cl:1][C:2]1[CH:3]=[C:4]([CH:10]=[CH:11][C:12]=1[Cl:13])[O:5][CH2:6][C:7]([OH:9])=O.[CH3:14][N:15]([CH3:31])[CH:16]1[CH2:20][CH2:19][N:18]([C:21]2[S:22][C:23]3[CH:29]=[C:28]([NH2:30])[CH:27]=[CH:26][C:24]=3[N:25]=2)[CH2:17]1. (2) Given the product [F:1][C:2]1[CH:10]=[CH:9][C:8]2[N:7]([CH2:11][C:12]3[CH:20]=[CH:19][C:15]([C:16]([N:30]4[CH2:35][CH2:34][O:33][CH2:32][CH2:31]4)=[O:17])=[CH:14][CH:13]=3)[C:6]3[CH:21]=[N:22][N:23]([CH:24]4[CH2:29][CH2:28][CH2:27][CH2:26][O:25]4)[C:5]=3[C:4]=2[CH:3]=1, predict the reactants needed to synthesize it. The reactants are: [F:1][C:2]1[CH:10]=[CH:9][C:8]2[N:7]([CH2:11][C:12]3[CH:20]=[CH:19][C:15]([C:16](O)=[O:17])=[CH:14][CH:13]=3)[C:6]3[CH:21]=[N:22][N:23]([CH:24]4[CH2:29][CH2:28][CH2:27][CH2:26][O:25]4)[C:5]=3[C:4]=2[CH:3]=1.[NH:30]1[CH2:35][CH2:34][O:33][CH2:32][CH2:31]1.C(Cl)CCl.C1C=CC2N(O)N=NC=2C=1.CCN(C(C)C)C(C)C. (3) Given the product [C@@H:2]12[N:1]([C:6]([O:8][C:9]([CH3:12])([CH3:11])[CH3:10])=[O:7])[C@@H:5]([CH:4]=[CH:3]1)[C:15]([C:16]([O:18][CH3:19])=[O:17])=[C:14]2[C:13]([O:21][CH3:22])=[O:20], predict the reactants needed to synthesize it. The reactants are: [N:1]1([C:6]([O:8][C:9]([CH3:12])([CH3:11])[CH3:10])=[O:7])[CH:5]=[CH:4][CH:3]=[CH:2]1.[C:13]([O:21][CH3:22])(=[O:20])[C:14]#[C:15][C:16]([O:18][CH3:19])=[O:17].